This data is from Full USPTO retrosynthesis dataset with 1.9M reactions from patents (1976-2016). The task is: Predict the reactants needed to synthesize the given product. (1) Given the product [NH2:1][C:2]1[N:7]=[C:6]([NH:32][CH:26]2[CH2:31][CH2:30][CH2:29][CH2:28][CH2:27]2)[C:5]([C:12]#[N:13])=[C:4]([C:14]2[CH:19]=[C:18]([O:20][CH3:21])[C:17]([O:22][CH3:23])=[C:16]([O:24][CH3:25])[CH:15]=2)[N:3]=1, predict the reactants needed to synthesize it. The reactants are: [NH2:1][C:2]1[N:7]=[C:6](S(C)(=O)=O)[C:5]([C:12]#[N:13])=[C:4]([C:14]2[CH:19]=[C:18]([O:20][CH3:21])[C:17]([O:22][CH3:23])=[C:16]([O:24][CH3:25])[CH:15]=2)[N:3]=1.[CH:26]1([NH2:32])[CH2:31][CH2:30][CH2:29][CH2:28][CH2:27]1. (2) Given the product [CH3:1][CH:2]1[CH2:11][C:10]2[C:5](=[CH:6][CH:7]=[C:8]([N+:12]([O-:14])=[O:13])[CH:9]=2)[CH2:4][N:3]1[C:15]([O:17][C:18]([CH3:21])([CH3:20])[CH3:19])=[O:16], predict the reactants needed to synthesize it. The reactants are: [CH3:1][CH:2]1[CH2:11][C:10]2[C:5](=[CH:6][CH:7]=[C:8]([N+:12]([O-:14])=[O:13])[CH:9]=2)[CH2:4][NH:3]1.[C:15](O[C:15]([O:17][C:18]([CH3:21])([CH3:20])[CH3:19])=[O:16])([O:17][C:18]([CH3:21])([CH3:20])[CH3:19])=[O:16].N1C=CC=CC=1. (3) The reactants are: [F:1][C:2]([F:26])([F:25])[O:3][C:4]1[CH:9]=[CH:8][C:7]([CH:10]2[CH2:15][NH:14][CH2:13][CH:12]([NH:16][C:17](=[O:24])[C:18]3[CH:23]=[CH:22][CH:21]=[CH:20][CH:19]=3)[CH2:11]2)=[CH:6][CH:5]=1.[N:27]([CH2:30][CH2:31][O:32][CH3:33])=[C:28]=[O:29].C(N(CC)CC)C. Given the product [CH3:33][O:32][CH2:31][CH2:30][NH:27][C:28]([N:14]1[CH2:15][CH:10]([C:7]2[CH:6]=[CH:5][C:4]([O:3][C:2]([F:1])([F:25])[F:26])=[CH:9][CH:8]=2)[CH2:11][CH:12]([NH:16][C:17]([C:18]2[CH:19]=[CH:20][CH:21]=[CH:22][CH:23]=2)=[O:24])[CH2:13]1)=[O:29], predict the reactants needed to synthesize it. (4) Given the product [ClH:25].[NH2:7][C@H:8]1[CH2:11][C@H:10]([N:12]2[C:16]3[N:17]=[CH:18][N:19]=[CH:20][C:15]=3[C:14]([CH3:21])([CH3:22])[C:13]2=[O:23])[CH2:9]1, predict the reactants needed to synthesize it. The reactants are: C(OC(=O)[NH:7][C@H:8]1[CH2:11][C@H:10]([N:12]2[C:16]3[N:17]=[CH:18][N:19]=[CH:20][C:15]=3[C:14]([CH3:22])([CH3:21])[C:13]2=[O:23])[CH2:9]1)(C)(C)C.[ClH:25]. (5) Given the product [Cl:1][C:2]1[CH:8]=[C:7]([F:9])[C:5]([I:22])=[C:4]([CH3:10])[C:3]=1[F:11], predict the reactants needed to synthesize it. The reactants are: [Cl:1][C:2]1[CH:8]=[C:7]([F:9])[C:5](N)=[C:4]([CH3:10])[C:3]=1[F:11].ClCCl.[B-](F)(F)(F)F.N#[O+].[I-:22].[Na+]. (6) Given the product [CH3:19][C:20]1([CH3:36])[C:24]([CH3:26])([CH3:25])[O:23][B:22]([C:2]2[CH:7]=[CH:6][N:5]=[C:4]3[N:8]([CH2:11][CH2:12][CH2:13][C:14]([O:16][CH2:17][CH3:18])=[O:15])[CH:9]=[CH:10][C:3]=23)[O:21]1, predict the reactants needed to synthesize it. The reactants are: Br[C:2]1[CH:7]=[CH:6][N:5]=[C:4]2[N:8]([CH2:11][CH2:12][CH2:13][C:14]([O:16][CH2:17][CH3:18])=[O:15])[CH:9]=[CH:10][C:3]=12.[CH3:19][C:20]1([CH3:36])[C:24]([CH3:26])([CH3:25])[O:23][B:22]([B:22]2[O:23][C:24]([CH3:26])([CH3:25])[C:20]([CH3:36])([CH3:19])[O:21]2)[O:21]1.C([O-])(=O)C.[K+]. (7) Given the product [Br:1][C:2]1[CH:7]=[CH:6][CH:5]=[CH:4][C:3]=1[CH:8]([CH2:24][CH2:25][CH3:26])[C:9]([O:11][CH3:12])=[O:10], predict the reactants needed to synthesize it. The reactants are: [Br:1][C:2]1[CH:7]=[CH:6][CH:5]=[CH:4][C:3]=1[CH2:8][C:9]([O:11][CH3:12])=[O:10].C[Si]([N-][Si](C)(C)C)(C)C.[Na+].I[CH2:24][CH2:25][CH3:26].O.